This data is from Catalyst prediction with 721,799 reactions and 888 catalyst types from USPTO. The task is: Predict which catalyst facilitates the given reaction. (1) Reactant: [N+:1](C1C=CC(N)=CC=1)([O-])=O.N([O-])=O.[Na+].[CH3:15][C:16]1([CH3:35])[CH:20]([C:21]2[CH:26]=[CH:25][C:24]([CH3:27])=[CH:23][CH:22]=2)[C:19]2[C:28]([CH3:34])=[CH:29][C:30]([CH3:33])=[C:31]([CH3:32])[C:18]=2[O:17]1. Product: [CH3:15][C:16]1([CH3:35])[CH:20]([C:21]2[CH:22]=[CH:23][C:24]([CH3:27])=[CH:25][CH:26]=2)[C:19]2[C:28]([CH3:34])=[C:29]([NH2:1])[C:30]([CH3:33])=[C:31]([CH3:32])[C:18]=2[O:17]1. The catalyst class is: 33. (2) The catalyst class is: 524. Reactant: Br[C:2]1[CH:3]=[C:4]([S:8][C:9]2[CH:14]=[CH:13][CH:12]=[C:11]([C:15]3[CH:20]=[CH:19][CH:18]=[CH:17][CH:16]=3)[N:10]=2)[CH:5]=[CH:6][CH:7]=1.[C:21]([O:25][CH3:26])(=[O:24])[CH:22]=[CH2:23].C(N(CC)CC)C.C1(C)C=CC=CC=1P(C1C=CC=CC=1C)C1C=CC=CC=1C. Product: [CH3:26][O:25][C:21](=[O:24])[CH:22]=[CH:23][C:2]1[CH:7]=[CH:6][CH:5]=[C:4]([S:8][C:9]2[CH:14]=[CH:13][CH:12]=[C:11]([C:15]3[CH:20]=[CH:19][CH:18]=[CH:17][CH:16]=3)[N:10]=2)[CH:3]=1.